From a dataset of Forward reaction prediction with 1.9M reactions from USPTO patents (1976-2016). Predict the product of the given reaction. (1) Given the reactants [Br:1][C:2]1[CH:7]=[CH:6][C:5]([NH:8][NH2:9])=[C:4]([F:10])[CH:3]=1.I.[C:12](SC)(=[NH:14])[CH3:13].[CH3:17]O, predict the reaction product. The product is: [Br:1][C:2]1[CH:7]=[CH:6][C:5]([N:8]2[CH:17]=[N:14][C:12]([CH3:13])=[N:9]2)=[C:4]([F:10])[CH:3]=1. (2) Given the reactants [CH2:1]([O:8][C:9]1[CH:14]=[CH:13][C:12](B(O)O)=[C:11]([F:18])[C:10]=1[F:19])[C:2]1[CH:7]=[CH:6][CH:5]=[CH:4][CH:3]=1.Br[C:21]1[S:25][C:24]([N:26]2[CH2:29][C:28]3([CH2:34][CH2:33][N:32]([C:35]([O:37][C:38]([CH3:41])([CH3:40])[CH3:39])=[O:36])[CH2:31][CH2:30]3)[CH2:27]2)=[N:23][N:22]=1.C([O-])([O-])=O.[Na+].[Na+], predict the reaction product. The product is: [CH2:1]([O:8][C:9]1[CH:14]=[CH:13][C:12]([C:21]2[S:25][C:24]([N:26]3[CH2:29][C:28]4([CH2:34][CH2:33][N:32]([C:35]([O:37][C:38]([CH3:41])([CH3:40])[CH3:39])=[O:36])[CH2:31][CH2:30]4)[CH2:27]3)=[N:23][N:22]=2)=[C:11]([F:18])[C:10]=1[F:19])[C:2]1[CH:7]=[CH:6][CH:5]=[CH:4][CH:3]=1. (3) The product is: [C:32]([C:34]1[CH:39]=[C:38]([C:2]2[CH:3]=[CH:4][C:5]([C:8]3[C:14]4[C:15]([CH3:20])=[C:16]([CH:18]=[O:19])[S:17][C:13]=4[N:12]4[C:21]([CH3:24])=[N:22][N:23]=[C:11]4[C@H:10]([CH2:25][C:26]([O:28][CH3:29])=[O:27])[N:9]=3)=[CH:6][CH:7]=2)[CH:37]=[CH:36][CH:35]=1)#[N:33]. Given the reactants Cl[C:2]1[CH:7]=[CH:6][C:5]([C:8]2[C:14]3[C:15]([CH3:20])=[C:16]([CH:18]=[O:19])[S:17][C:13]=3[N:12]3[C:21]([CH3:24])=[N:22][N:23]=[C:11]3[C@H:10]([CH2:25][C:26]([O:28][CH3:29])=[O:27])[N:9]=2)=[CH:4][CH:3]=1.[F-].[K+].[C:32]([C:34]1[CH:35]=[C:36](B(O)O)[CH:37]=[CH:38][CH:39]=1)#[N:33].O1CCCC1, predict the reaction product. (4) Given the reactants C(Cl)(=O)C(Cl)=O.[Cl:7][C:8]1[CH:9]=[C:10]([C:14]2[N:15]=[N:16][N:17]([CH:19]([CH3:24])[CH2:20][C:21]([OH:23])=O)[N:18]=2)[CH:11]=[CH:12][CH:13]=1.[CH3:25][NH2:26].C([O-])(O)=O.[Na+], predict the reaction product. The product is: [Cl:7][C:8]1[CH:9]=[C:10]([C:14]2[N:15]=[N:16][N:17]([CH:19]([CH3:24])[CH2:20][C:21]([NH:26][CH3:25])=[O:23])[N:18]=2)[CH:11]=[CH:12][CH:13]=1. (5) Given the reactants [Br:1]Br.[CH:3]1[C:4]([C:12]([O:14][CH2:15][CH3:16])=[O:13])=[CH:5][N:6]2[C:11]=1[CH:10]=[CH:9][CH:8]=[CH:7]2, predict the reaction product. The product is: [Br:1][C:3]1[C:4]([C:12]([O:14][CH2:15][CH3:16])=[O:13])=[CH:5][N:6]2[C:11]=1[CH:10]=[CH:9][CH:8]=[CH:7]2. (6) Given the reactants [CH3:1][O:2][C:3]1[CH:4]=[C:5]2[C:10](=[CH:11][C:12]=1[O:13][CH3:14])[N:9]=[CH:8][CH:7]=[C:6]2[O:15][C:16]1[C:22]([CH3:23])=[CH:21][C:19]([NH2:20])=[C:18]([CH3:24])[CH:17]=1.C(N(CC)CC)C.ClC(Cl)(O[C:36](=[O:42])OC(Cl)(Cl)Cl)Cl.[S:44]1[CH:48]=[CH:47][N:46]=[C:45]1[C@H:49]([NH2:51])[CH3:50], predict the reaction product. The product is: [CH3:1][O:2][C:3]1[CH:4]=[C:5]2[C:10](=[CH:11][C:12]=1[O:13][CH3:14])[N:9]=[CH:8][CH:7]=[C:6]2[O:15][C:16]1[C:22]([CH3:23])=[CH:21][C:19]([NH:20][C:36]([NH:51][C@@H:49]([C:45]2[S:44][CH:48]=[CH:47][N:46]=2)[CH3:50])=[O:42])=[C:18]([CH3:24])[CH:17]=1. (7) Given the reactants [CH2:1]([O:3][C:4]([N:6]1[CH:15]=[CH:14][C:13]2[C:8](=[CH:9][C:10]([O:17][CH3:18])=[C:11]([OH:16])[CH:12]=2)[CH:7]1[CH2:19][C:20]1[CH:25]=[CH:24][CH:23]=[C:22]([O:26][CH3:27])[CH:21]=1)=[O:5])[CH3:2].C(=O)([O-])[O-].[K+].[K+].[CH:34]1(I)[CH2:38][CH2:37][CH2:36][CH2:35]1.C(OCC)(=O)C.CCCCCC, predict the reaction product. The product is: [CH2:1]([O:3][C:4]([N:6]1[CH:15]=[CH:14][C:13]2[C:8](=[CH:9][C:10]([O:17][CH3:18])=[C:11]([O:16][CH:34]3[CH2:38][CH2:37][CH2:36][CH2:35]3)[CH:12]=2)[CH:7]1[CH2:19][C:20]1[CH:25]=[CH:24][CH:23]=[C:22]([O:26][CH3:27])[CH:21]=1)=[O:5])[CH3:2].